From a dataset of Forward reaction prediction with 1.9M reactions from USPTO patents (1976-2016). Predict the product of the given reaction. Given the reactants [NH2:1][C@H:2]([C:23]1[CH:28]=[CH:27][CH:26]=[CH:25][CH:24]=1)[CH2:3][CH2:4][N:5]1[CH2:10][CH2:9][CH:8]([C:11]2[CH:12]=[C:13]([NH:17][C:18](=[O:22])[CH:19]([CH3:21])[CH3:20])[CH:14]=[CH:15][CH:16]=2)[CH2:7][CH2:6]1.[C:29]1([C:38]2[CH:43]=[CH:42][CH:41]=[CH:40][CH:39]=2)[CH:34]=[CH:33][C:32]([C:35](Cl)=[O:36])=[CH:31][CH:30]=1, predict the reaction product. The product is: [C:18]([NH:17][C:13]1[CH:12]=[C:11]([CH:8]2[CH2:9][CH2:10][N:5]([CH2:4][CH2:3][C@H:2]([NH:1][C:35]([C:32]3[CH:33]=[CH:34][C:29]([C:38]4[CH:39]=[CH:40][CH:41]=[CH:42][CH:43]=4)=[CH:30][CH:31]=3)=[O:36])[C:23]3[CH:24]=[CH:25][CH:26]=[CH:27][CH:28]=3)[CH2:6][CH2:7]2)[CH:16]=[CH:15][CH:14]=1)(=[O:22])[CH:19]([CH3:21])[CH3:20].